This data is from Full USPTO retrosynthesis dataset with 1.9M reactions from patents (1976-2016). The task is: Predict the reactants needed to synthesize the given product. Given the product [F:7][C:8]1[CH:18]=[CH:17][C:11]2[N:12]3[CH:48]=[N:47][C:49]([C:50]([O:52][CH2:53][CH3:54])=[O:51])=[C:13]3[CH2:14][O:15][C:10]=2[C:9]=1[CH2:19][CH2:20][N:21]1[CH2:26][CH2:25][N:24]([C:27]2[CH:36]=[CH:35][CH:34]=[C:33]3[C:28]=2[CH:29]=[N:30][C:31]([CH3:37])=[N:32]3)[CH2:23][CH2:22]1, predict the reactants needed to synthesize it. The reactants are: CC(C)([O-])C.[K+].[F:7][C:8]1[CH:18]=[CH:17][C:11]2[NH:12][C:13](=O)[CH2:14][O:15][C:10]=2[C:9]=1[CH2:19][CH2:20][N:21]1[CH2:26][CH2:25][N:24]([C:27]2[CH:36]=[CH:35][CH:34]=[C:33]3[C:28]=2[CH:29]=[N:30][C:31]([CH3:37])=[N:32]3)[CH2:23][CH2:22]1.C(OP(Cl)(OCC)=O)C.[N+:47]([CH2:49][C:50]([O:52][CH2:53][CH3:54])=[O:51])#[C-:48].